From a dataset of NCI-60 drug combinations with 297,098 pairs across 59 cell lines. Regression. Given two drug SMILES strings and cell line genomic features, predict the synergy score measuring deviation from expected non-interaction effect. (1) Drug 1: CC12CCC3C(C1CCC2=O)CC(=C)C4=CC(=O)C=CC34C. Drug 2: C1C(C(OC1N2C=NC3=C(N=C(N=C32)Cl)N)CO)O. Cell line: COLO 205. Synergy scores: CSS=48.6, Synergy_ZIP=-2.02, Synergy_Bliss=4.29, Synergy_Loewe=-5.42, Synergy_HSA=3.26. (2) Drug 1: CCC1=C2CN3C(=CC4=C(C3=O)COC(=O)C4(CC)O)C2=NC5=C1C=C(C=C5)O. Drug 2: CCN(CC)CCCC(C)NC1=C2C=C(C=CC2=NC3=C1C=CC(=C3)Cl)OC. Cell line: MDA-MB-231. Synergy scores: CSS=23.6, Synergy_ZIP=-7.65, Synergy_Bliss=1.26, Synergy_Loewe=-1.39, Synergy_HSA=3.27.